Dataset: NCI-60 drug combinations with 297,098 pairs across 59 cell lines. Task: Regression. Given two drug SMILES strings and cell line genomic features, predict the synergy score measuring deviation from expected non-interaction effect. (1) Drug 1: CN(C)N=NC1=C(NC=N1)C(=O)N. Drug 2: CCC(=C(C1=CC=CC=C1)C2=CC=C(C=C2)OCCN(C)C)C3=CC=CC=C3.C(C(=O)O)C(CC(=O)O)(C(=O)O)O. Cell line: MDA-MB-231. Synergy scores: CSS=-4.87, Synergy_ZIP=0.759, Synergy_Bliss=-1.35, Synergy_Loewe=-5.19, Synergy_HSA=-4.50. (2) Drug 1: C1CN1P(=S)(N2CC2)N3CC3. Drug 2: CC1C(C(CC(O1)OC2CC(OC(C2O)C)OC3=CC4=CC5=C(C(=O)C(C(C5)C(C(=O)C(C(C)O)O)OC)OC6CC(C(C(O6)C)O)OC7CC(C(C(O7)C)O)OC8CC(C(C(O8)C)O)(C)O)C(=C4C(=C3C)O)O)O)O. Cell line: UACC-257. Synergy scores: CSS=17.6, Synergy_ZIP=-0.965, Synergy_Bliss=1.39, Synergy_Loewe=-20.5, Synergy_HSA=-0.409. (3) Drug 1: C1=NC2=C(N1)C(=S)N=C(N2)N. Drug 2: C1CN(CCN1C(=O)CCBr)C(=O)CCBr. Cell line: 786-0. Synergy scores: CSS=33.8, Synergy_ZIP=-12.5, Synergy_Bliss=-7.41, Synergy_Loewe=-24.7, Synergy_HSA=-6.12. (4) Drug 1: CCCS(=O)(=O)NC1=C(C(=C(C=C1)F)C(=O)C2=CNC3=C2C=C(C=N3)C4=CC=C(C=C4)Cl)F. Drug 2: N.N.Cl[Pt+2]Cl. Cell line: UACC-257. Synergy scores: CSS=35.6, Synergy_ZIP=0.108, Synergy_Bliss=0.618, Synergy_Loewe=-20.7, Synergy_HSA=-1.34. (5) Drug 1: C1=CC(=C2C(=C1NCCNCCO)C(=O)C3=C(C=CC(=C3C2=O)O)O)NCCNCCO. Drug 2: C1C(C(OC1N2C=NC3=C(N=C(N=C32)Cl)N)CO)O. Cell line: OVCAR-4. Synergy scores: CSS=24.3, Synergy_ZIP=-4.78, Synergy_Bliss=2.72, Synergy_Loewe=-3.58, Synergy_HSA=0.443.